Dataset: Full USPTO retrosynthesis dataset with 1.9M reactions from patents (1976-2016). Task: Predict the reactants needed to synthesize the given product. The reactants are: [Si:1]([O:8][CH:9]([C:45]1[CH:50]=[CH:49][C:48]([F:51])=[CH:47][CH:46]=1)[CH2:10][CH2:11][CH:12]([C:31](N1C(C2C=CC=CC=2)COC1=O)=[O:32])[CH:13]([NH:22][C:23]1[CH:30]=[CH:29][C:26]([C:27]#[N:28])=[CH:25][CH:24]=1)[C:14]1[CH:19]=[CH:18][C:17]([O:20][CH3:21])=[CH:16][CH:15]=1)([C:4]([CH3:7])([CH3:6])[CH3:5])([CH3:3])[CH3:2].C/C(/O[Si](C)(C)C)=N\[Si](C)(C)C.[F-].C([N+](CCCC)(CCCC)CCCC)CCC.C(O)(=O)C. Given the product [Si:1]([O:8][CH:9]([C:45]1[CH:50]=[CH:49][C:48]([F:51])=[CH:47][CH:46]=1)[CH2:10][CH2:11][CH:12]1[C:31](=[O:32])[N:22]([C:23]2[CH:24]=[CH:25][C:26]([C:27]#[N:28])=[CH:29][CH:30]=2)[CH:13]1[C:14]1[CH:15]=[CH:16][C:17]([O:20][CH3:21])=[CH:18][CH:19]=1)([C:4]([CH3:5])([CH3:7])[CH3:6])([CH3:2])[CH3:3], predict the reactants needed to synthesize it.